Dataset: Forward reaction prediction with 1.9M reactions from USPTO patents (1976-2016). Task: Predict the product of the given reaction. (1) Given the reactants [F:1][C:2]1[CH:3]=[C:4]([C:10]2(O)[CH2:15][CH2:14][N:13]([C:16]([O:18][C:19]([CH3:22])([CH3:21])[CH3:20])=[O:17])[CH2:12][CH2:11]2)[CH:5]=[C:6]([F:9])[C:7]=1[OH:8].CCN(S(F)(F)[F:30])CC.[NH4+].[Cl-], predict the reaction product. The product is: [F:1][C:2]1[CH:3]=[C:4]([C:10]2([F:30])[CH2:15][CH2:14][N:13]([C:16]([O:18][C:19]([CH3:22])([CH3:21])[CH3:20])=[O:17])[CH2:12][CH2:11]2)[CH:5]=[C:6]([F:9])[C:7]=1[OH:8]. (2) Given the reactants [CH3:1][C:2]1([CH3:28])[C:10]2[CH:9]=[N:8][C:7](S(C)(=O)=O)=[N:6][C:5]=2[N:4]([S:15]([C:18]2[CH:19]=[CH:20][CH:21]=[C:22]3[C:27]=2[N:26]=[CH:25][CH:24]=[CH:23]3)(=[O:17])=[O:16])[CH2:3]1.[NH2:29][C:30]1[CH:35]=[CH:34][C:33]([N:36]2[CH2:41][CH2:40][N:39](C(OC(C)(C)C)=O)[C@H:38]([CH3:49])[CH2:37]2)=[CH:32][CH:31]=1.CO.C(Cl)Cl.C([O-])(O)=O.[Na+], predict the reaction product. The product is: [CH3:1][C:2]1([CH3:28])[C:10]2[CH:9]=[N:8][C:7]([NH:29][C:30]3[CH:31]=[CH:32][C:33]([N:36]4[CH2:41][CH2:40][NH:39][C@H:38]([CH3:49])[CH2:37]4)=[CH:34][CH:35]=3)=[N:6][C:5]=2[N:4]([S:15]([C:18]2[CH:19]=[CH:20][CH:21]=[C:22]3[C:27]=2[N:26]=[CH:25][CH:24]=[CH:23]3)(=[O:17])=[O:16])[CH2:3]1. (3) Given the reactants [C:1]12([N:11]=[C:12]=[O:13])[CH2:10][CH:5]3[CH2:6][CH:7]([CH2:9][CH:3]([CH2:4]3)[CH2:2]1)[CH2:8]2.[S:14]1[CH:18]=[CH:17][CH:16]=[C:15]1[CH2:19][NH2:20], predict the reaction product. The product is: [C:1]12([NH:11][C:12]([NH:20][CH2:19][C:15]3[S:14][CH:18]=[CH:17][CH:16]=3)=[O:13])[CH2:10][CH:5]3[CH2:6][CH:7]([CH2:9][CH:3]([CH2:4]3)[CH2:2]1)[CH2:8]2. (4) Given the reactants [CH2:1]([N:3]([C:20]1[C:35]2[CH2:34][CH:33]=[CH:32][CH2:31][CH2:30][C:29]3[CH:36]=[C:37]([CH3:42])[N:38]=[C:39]([O:40]C)[C:28]=3[CH2:27][NH:26][C:25](=[O:43])[C:24]=2[CH:23]=[CH:22][CH:21]=1)[CH:4]1[CH2:7][C:6]2([CH2:12][CH2:11][N:10](C(OC(C)(C)C)=O)[CH2:9][CH2:8]2)[CH2:5]1)[CH3:2].Cl, predict the reaction product. The product is: [CH2:1]([N:3]([CH:4]1[CH2:7][C:6]2([CH2:8][CH2:9][NH:10][CH2:11][CH2:12]2)[CH2:5]1)[C:20]1[C:35]2[CH2:34][CH:33]=[CH:32][CH2:31][CH2:30][C:29]3[CH:36]=[C:37]([CH3:42])[NH:38][C:39](=[O:40])[C:28]=3[CH2:27][NH:26][C:25](=[O:43])[C:24]=2[CH:23]=[CH:22][CH:21]=1)[CH3:2].